From a dataset of Retrosynthesis with 50K atom-mapped reactions and 10 reaction types from USPTO. Predict the reactants needed to synthesize the given product. Given the product CS(=O)(=O)c1ccc(C#CC(O)(c2ccccc2N(CCC(F)(F)F)S(=O)(=O)c2cccc(N)c2)C(F)(F)F)cc1, predict the reactants needed to synthesize it. The reactants are: CS(=O)(=O)c1ccc(C#CC(O)(c2ccccc2N(CCC(F)(F)F)S(=O)(=O)c2cccc([N+](=O)[O-])c2)C(F)(F)F)cc1.